From a dataset of Full USPTO retrosynthesis dataset with 1.9M reactions from patents (1976-2016). Predict the reactants needed to synthesize the given product. (1) Given the product [C:25]([O:29][C:30]([N:32]1[CH2:37][CH2:36][N:35]([C:2]2[N:7]=[C:6]([O:8][C:9]3[CH:14]=[CH:13][C:12]([O:15][C:16]4[CH:21]=[CH:20][CH:19]=[CH:18][CH:17]=4)=[CH:11][CH:10]=3)[C:5]([C:22](=[O:23])[NH2:24])=[CH:4][N:3]=2)[CH2:34][CH2:33]1)=[O:31])([CH3:28])([CH3:26])[CH3:27], predict the reactants needed to synthesize it. The reactants are: Cl[C:2]1[N:7]=[C:6]([O:8][C:9]2[CH:14]=[CH:13][C:12]([O:15][C:16]3[CH:21]=[CH:20][CH:19]=[CH:18][CH:17]=3)=[CH:11][CH:10]=2)[C:5]([C:22]([NH2:24])=[O:23])=[CH:4][N:3]=1.[C:25]([O:29][C:30]([N:32]1[CH2:37][CH2:36][NH:35][CH2:34][CH2:33]1)=[O:31])([CH3:28])([CH3:27])[CH3:26].CC#N. (2) Given the product [Cl:1][C:2]1[C:6]([CH2:7][O:15][C:16]2[CH:21]=[CH:20][C:19]([CH2:22][CH2:23][C:24]([O:26][CH2:27][CH3:28])=[O:25])=[C:18]([CH3:29])[C:17]=2[CH3:30])=[C:5]([C:9]2[CH:14]=[CH:13][CH:12]=[CH:11][CH:10]=2)[S:4][N:3]=1, predict the reactants needed to synthesize it. The reactants are: [Cl:1][C:2]1[C:6]([CH2:7]Cl)=[C:5]([C:9]2[CH:14]=[CH:13][CH:12]=[CH:11][CH:10]=2)[S:4][N:3]=1.[OH:15][C:16]1[CH:21]=[CH:20][C:19]([CH2:22][CH2:23][C:24]([O:26][CH2:27][CH3:28])=[O:25])=[C:18]([CH3:29])[C:17]=1[CH3:30].C([O-])([O-])=O.[Cs+].[Cs+]. (3) Given the product [OH:2][C@H:3]1[CH2:7][CH2:6][N:5]([CH2:21][CH2:20][O:19][C:16]2[CH:17]=[CH:6][CH:7]=[CH:3][CH:4]=2)[CH2:4]1, predict the reactants needed to synthesize it. The reactants are: Cl.[OH:2][C@H:3]1[CH2:7][CH2:6][NH:5][CH2:4]1.[I-].[Na+].C(=O)([O-])[O-].[K+].[K+].[C:16]([O:19][CH2:20][CH3:21])(=O)[CH3:17].O.